From a dataset of Full USPTO retrosynthesis dataset with 1.9M reactions from patents (1976-2016). Predict the reactants needed to synthesize the given product. (1) Given the product [C:11]([O:10][C:8](=[O:9])[C:7]1[CH:15]=[CH:16][C:4]([C:3]([OH:20])=[O:2])=[CH:5][C:6]=1[N+:17]([O-:19])=[O:18])([CH3:14])([CH3:12])[CH3:13], predict the reactants needed to synthesize it. The reactants are: C[O:2][C:3](=[O:20])[C:4]1[CH:16]=[CH:15][C:7]([C:8]([O:10][C:11]([CH3:14])([CH3:13])[CH3:12])=[O:9])=[C:6]([N+:17]([O-:19])=[O:18])[CH:5]=1.O.[OH-].[Li+]. (2) Given the product [OH:8][C@H:9]1[CH2:14][CH2:13][CH2:12][CH2:11][C@@H:10]1[NH:15][CH:16]1[CH2:21][CH2:20][N:19]([C@H:22]2[CH2:26][CH2:25][N:24]([C:27]([O:29][C:30]([CH3:33])([CH3:32])[CH3:31])=[O:28])[CH2:23]2)[CH2:18][CH2:17]1, predict the reactants needed to synthesize it. The reactants are: C1(C[O:8][C@H:9]2[CH2:14][CH2:13][CH2:12][CH2:11][C@@H:10]2[NH:15][CH:16]2[CH2:21][CH2:20][N:19]([C@H:22]3[CH2:26][CH2:25][N:24]([C:27]([O:29][C:30]([CH3:33])([CH3:32])[CH3:31])=[O:28])[CH2:23]3)[CH2:18][CH2:17]2)C=CC=CC=1.C([O-])=O.[NH4+]. (3) Given the product [NH2:11][C:9]1[N:8]=[CH:7][N:6]=[C:5]2[N:4]([CH2:12][C:13]3[N:17]([C:18]4[CH:19]=[CH:20][CH:21]=[CH:22][CH:23]=4)[C:16]4[CH:24]=[CH:25][CH:26]=[CH:27][C:15]=4[N:14]=3)[N:3]=[C:2]([C:30]#[C:29][CH2:28][OH:31])[C:10]=12, predict the reactants needed to synthesize it. The reactants are: I[C:2]1[C:10]2[C:5](=[N:6][CH:7]=[N:8][C:9]=2[NH2:11])[N:4]([CH2:12][C:13]2[N:17]([C:18]3[CH:23]=[CH:22][CH:21]=[CH:20][CH:19]=3)[C:16]3[CH:24]=[CH:25][CH:26]=[CH:27][C:15]=3[N:14]=2)[N:3]=1.[CH2:28]([OH:31])[C:29]#[CH:30].O.